This data is from Catalyst prediction with 721,799 reactions and 888 catalyst types from USPTO. The task is: Predict which catalyst facilitates the given reaction. (1) Reactant: [C:1]([C:5]1[CH:9]=[C:8]([NH:10][C:11]([NH:13][C@@H:14]2[C:23]3[C:18](=[CH:19][CH:20]=[CH:21][CH:22]=3)[C@H:17]([O:24][C:25]3[CH:26]=[CH:27][C:28]4[N:29]([C:31]([N:34]5[CH2:39][CH2:38][CH2:37][CH2:36][C@@H:35]5[CH3:40])=[N:32][N:33]=4)[CH:30]=3)[CH2:16][CH2:15]2)=[O:12])[N:7]([C:41]2[CH:42]=[C:43]([CH:50]=[CH:51][CH:52]=2)[CH2:44][O:45]S(C)(=O)=O)[N:6]=1)([CH3:4])([CH3:3])[CH3:2].[CH3:53]CN(C(C)C)C(C)C.[CH3:62][O:63][CH2:64][CH2:65][NH:66][CH3:67]. Product: [CH:44]([OH:45])=[O:63].[C:1]([C:5]1[CH:9]=[C:8]([NH:10][C:11]([NH:13][C@@H:14]2[C:23]3[C:18](=[CH:19][CH:20]=[CH:21][CH:22]=3)[C@H:17]([O:24][C:25]3[CH:26]=[CH:27][C:28]4[N:29]([C:31]([N:34]5[CH2:39][CH2:38][CH2:37][CH2:36][C@@H:35]5[CH3:40])=[N:32][N:33]=4)[CH:30]=3)[CH2:16][CH2:15]2)=[O:12])[N:7]([C:41]2[CH:42]=[CH:43][CH:50]=[C:51]([CH2:67][N:66]([CH2:65][CH2:64][O:63][CH3:62])[CH3:53])[CH:52]=2)[N:6]=1)([CH3:2])([CH3:3])[CH3:4]. The catalyst class is: 1. (2) Reactant: C([O-])([O-])=O.[K+].[K+].[CH:7]([NH2:10])([CH3:9])[CH3:8].[C:11]([Si:15]([O:28][CH2:29][CH2:30][CH2:31][CH2:32][CH2:33]I)([C:22]1[CH:27]=[CH:26][CH:25]=[CH:24][CH:23]=1)[C:16]1[CH:21]=[CH:20][CH:19]=[CH:18][CH:17]=1)([CH3:14])([CH3:13])[CH3:12].O. Product: [Si:15]([O:28][CH2:29][CH2:30][CH2:31][CH2:32][CH2:33][NH:10][CH:7]([CH3:9])[CH3:8])([C:11]([CH3:12])([CH3:13])[CH3:14])([C:22]1[CH:23]=[CH:24][CH:25]=[CH:26][CH:27]=1)[C:16]1[CH:21]=[CH:20][CH:19]=[CH:18][CH:17]=1. The catalyst class is: 1.